From a dataset of Forward reaction prediction with 1.9M reactions from USPTO patents (1976-2016). Predict the product of the given reaction. (1) The product is: [CH3:20][O:21][C:22]1[CH:27]=[CH:26][C:25]([O:28][CH3:29])=[CH:24][C:23]=1[CH2:30][O:31][C:33]1[CH:42]=[C:41]2[C:36]([CH:37]=[C:38]([C:44]([O:46][CH3:47])=[O:45])[C:39](=[O:43])[O:40]2)=[CH:35][CH:34]=1. Given the reactants C1(P(C2C=CC=CC=2)C2C=CC=CC=2)C=CC=CC=1.[CH3:20][O:21][C:22]1[CH:27]=[CH:26][C:25]([O:28][CH3:29])=[CH:24][C:23]=1[CH2:30][OH:31].O[C:33]1[CH:42]=[C:41]2[C:36]([CH:37]=[C:38]([C:44]([O:46][CH3:47])=[O:45])[C:39](=[O:43])[O:40]2)=[CH:35][CH:34]=1.Cl, predict the reaction product. (2) Given the reactants [Br:1][C:2]1[CH:7]=[CH:6][C:5]([N:8]2[CH2:12][CH2:11][CH2:10][CH:9]2[CH2:13][CH2:14][C:15]([O:17][CH3:18])=[O:16])=[C:4]([CH:19]=O)[CH:3]=1.C[O-].[Na+].Cl, predict the reaction product. The product is: [Br:1][C:2]1[CH:7]=[CH:6][C:5]2[N:8]3[CH2:12][CH2:11][CH2:10][CH:9]3[CH2:13][C:14]([C:15]([O:17][CH3:18])=[O:16])=[CH:19][C:4]=2[CH:3]=1.